Dataset: Plasma protein binding rate (PPBR) regression data from AstraZeneca. Task: Regression/Classification. Given a drug SMILES string, predict its absorption, distribution, metabolism, or excretion properties. Task type varies by dataset: regression for continuous measurements (e.g., permeability, clearance, half-life) or binary classification for categorical outcomes (e.g., BBB penetration, CYP inhibition). For this dataset (ppbr_az), we predict Y. The compound is COc1cc2ncn(-c3cc(OCc4ccccc4S(C)(=O)=O)c(C#N)s3)c2cc1OC. The Y is 98.9 %.